From a dataset of Forward reaction prediction with 1.9M reactions from USPTO patents (1976-2016). Predict the product of the given reaction. (1) Given the reactants [CH2:1]([C:3]1[C:11]2[C:6](=[C:7]([O:17][CH3:18])[CH:8]=[C:9]([C:12]([O:14]CC)=[O:13])[CH:10]=2)[N:5]([CH3:19])[N:4]=1)[CH3:2].[Li+].[OH-], predict the reaction product. The product is: [CH2:1]([C:3]1[C:11]2[C:6](=[C:7]([O:17][CH3:18])[CH:8]=[C:9]([C:12]([OH:14])=[O:13])[CH:10]=2)[N:5]([CH3:19])[N:4]=1)[CH3:2]. (2) Given the reactants [C:1]([C:9]1[CH:17]=[CH:16][C:12]([C:13]([OH:15])=[O:14])=[CH:11][CH:10]=1)(=[O:8])[C:2]1[CH:7]=[CH:6][CH:5]=[CH:4][CH:3]=1.[CH3:18]O, predict the reaction product. The product is: [C:1]([C:9]1[CH:10]=[CH:11][C:12]([C:13]([O:15][CH3:18])=[O:14])=[CH:16][CH:17]=1)(=[O:8])[C:2]1[CH:3]=[CH:4][CH:5]=[CH:6][CH:7]=1. (3) Given the reactants [OH:1][CH2:2][C@H:3]1[O:8][C@H:7]([C:9]#[C:10][C:11]2[CH:16]=[CH:15][C:14]([C:17]#[C:18][C@H:19]3[O:24][C@H:23]([CH2:25][OH:26])[C@@H:22]([O:27][Si](C(C)C)(C(C)C)C(C)C)[C@H:21]([O:38][Si](C(C)C)(C(C)C)C(C)C)[C@@H:20]3[O:49][Si](C(C)C)(C(C)C)C(C)C)=[CH:13][C:12]=2[CH:60]([CH3:62])[CH3:61])[C@@H:6]([O:63][Si](C(C)C)(C(C)C)C(C)C)[C@@H:5]([O:74][Si](C(C)C)(C(C)C)C(C)C)[C@@H:4]1[O:85][Si](C(C)C)(C(C)C)C(C)C.C(O)(C(F)(F)F)=O.O, predict the reaction product. The product is: [OH:26][CH2:25][C@@H:23]1[C@@H:22]([OH:27])[C@H:21]([OH:38])[C@H:20]([OH:49])[C@@H:19]([C:18]#[C:17][C:14]2[CH:15]=[CH:16][C:11]([C:10]#[C:9][C@@H:7]3[C@@H:6]([OH:63])[C@@H:5]([OH:74])[C@H:4]([OH:85])[C@@H:3]([CH2:2][OH:1])[O:8]3)=[C:12]([CH:60]([CH3:62])[CH3:61])[CH:13]=2)[O:24]1. (4) Given the reactants [Br:1][C:2]1[CH:7]=[CH:6][C:5]([C:8]2[C:12]3[CH:13]=[CH:14][C:15]([O:17][CH2:18][CH2:19][CH2:20]Br)=[CH:16][C:11]=3[S:10](=[O:23])(=[O:22])[N:9]=2)=[CH:4][CH:3]=1.[NH:24]1[CH2:27][CH2:26][CH2:25]1, predict the reaction product. The product is: [N:24]1([CH2:20][CH2:19][CH2:18][O:17][C:15]2[CH:14]=[CH:13][C:12]3[C:8]([C:5]4[CH:6]=[CH:7][C:2]([Br:1])=[CH:3][CH:4]=4)=[N:9][S:10](=[O:23])(=[O:22])[C:11]=3[CH:16]=2)[CH2:27][CH2:26][CH2:25]1. (5) Given the reactants [NH2:1][C:2](=[O:14])[CH2:3][O:4][C:5]1[C:9]([Br:10])=[CH:8][S:7][C:6]=1[C:11](O)=[O:12].ON1C2C=CC=CC=2N=N1.Cl.C(N=C=NCCCN(C)C)C, predict the reaction product. The product is: [Br:10][C:9]1[C:5]2[O:4][CH2:3][C:2](=[O:14])[NH:1][C:11](=[O:12])[C:6]=2[S:7][CH:8]=1.